This data is from Reaction yield outcomes from USPTO patents with 853,638 reactions. The task is: Predict the reaction yield, written as a fraction of the theoretical maximum amount of product (1.0 means a 100% yield; for example, 0.34 means a 34% yield). (1) The catalyst is CN(C=O)C. The product is [CH2:33]([NH:35][C:3](=[O:4])[CH:2]([OH:1])[C:6]1[CH:11]=[CH:10][C:9]([C:12]2[N:16]=[C:15]([C:17]3[CH:18]=[N:19][N:20]([C:26]4[CH:31]=[CH:30][CH:29]=[CH:28][CH:27]=4)[C:21]=3[C:22]([F:23])([F:25])[F:24])[O:14][N:13]=2)=[CH:8][CH:7]=1)[CH3:34]. The reactants are [OH:1][CH:2]([C:6]1[CH:11]=[CH:10][C:9]([C:12]2[N:16]=[C:15]([C:17]3[CH:18]=[N:19][N:20]([C:26]4[CH:31]=[CH:30][CH:29]=[CH:28][CH:27]=4)[C:21]=3[C:22]([F:25])([F:24])[F:23])[O:14][N:13]=2)=[CH:8][CH:7]=1)[C:3](O)=[O:4].Cl.[CH2:33]([NH2:35])[CH3:34].CN(C(ON1N=NC2C=CC=NC1=2)=[N+](C)C)C.F[P-](F)(F)(F)(F)F.CN1CCOCC1. The yield is 0.770. (2) The reactants are [CH2:1]([N:3]([CH2:11][CH3:12])[C:4]1[CH:5]=[C:6]([OH:10])[CH:7]=[CH:8][CH:9]=1)[CH3:2].[Br:13][CH2:14][CH2:15][CH2:16]Br.C([O-])([O-])=O.[Cs+].[Cs+]. The catalyst is C(#N)C. The product is [Br:13][CH2:14][CH2:15][CH2:16][O:10][C:6]1[CH:5]=[C:4]([CH:9]=[CH:8][CH:7]=1)[N:3]([CH2:1][CH3:2])[CH2:11][CH3:12]. The yield is 0.174.